Dataset: NCI-60 drug combinations with 297,098 pairs across 59 cell lines. Task: Regression. Given two drug SMILES strings and cell line genomic features, predict the synergy score measuring deviation from expected non-interaction effect. Drug 2: CC1C(C(=O)NC(C(=O)N2CCCC2C(=O)N(CC(=O)N(C(C(=O)O1)C(C)C)C)C)C(C)C)NC(=O)C3=C4C(=C(C=C3)C)OC5=C(C(=O)C(=C(C5=N4)C(=O)NC6C(OC(=O)C(N(C(=O)CN(C(=O)C7CCCN7C(=O)C(NC6=O)C(C)C)C)C)C(C)C)C)N)C. Drug 1: CCC1=CC2CC(C3=C(CN(C2)C1)C4=CC=CC=C4N3)(C5=C(C=C6C(=C5)C78CCN9C7C(C=CC9)(C(C(C8N6C)(C(=O)OC)O)OC(=O)C)CC)OC)C(=O)OC.C(C(C(=O)O)O)(C(=O)O)O. Synergy scores: CSS=27.8, Synergy_ZIP=0.691, Synergy_Bliss=3.66, Synergy_Loewe=4.29, Synergy_HSA=4.01. Cell line: PC-3.